Dataset: Reaction yield outcomes from USPTO patents with 853,638 reactions. Task: Predict the reaction yield, written as a fraction of the theoretical maximum amount of product (1.0 means a 100% yield; for example, 0.34 means a 34% yield). (1) The reactants are C[O:2][C:3]([C:5]1[N:6](S(C2C=CC(C)=CC=2)(=O)=O)[CH:7]=[C:8]([C:10]2[CH:15]=[CH:14][CH:13]=[C:12]([N+:16]([O-:18])=[O:17])[C:11]=2[O:19][CH3:20])[CH:9]=1)=[O:4].O.[OH-].[Li+].CN(C)C=O.Cl. The catalyst is O. The product is [N+:16]([C:12]1[C:11]([O:19][CH3:20])=[C:10]([C:8]2[CH:9]=[C:5]([C:3]([OH:4])=[O:2])[NH:6][CH:7]=2)[CH:15]=[CH:14][CH:13]=1)([O-:18])=[O:17]. The yield is 0.500. (2) The reactants are [CH3:1][N:2]([C:4]([O:6][C:7]([CH3:10])([CH3:9])[CH3:8])=[O:5])[NH2:3].Cl.[C:12](=[NH:17])(OCC)[CH3:13].C(=O)([O-])[O-].[K+].[K+]. The catalyst is CN(C=O)C. The product is [C:7]([O:6][C:4]([N:2]([CH3:1])[NH:3][C:12](=[NH:17])[CH3:13])=[O:5])([CH3:10])([CH3:9])[CH3:8]. The yield is 0.590.